From a dataset of Experimentally validated miRNA-target interactions with 360,000+ pairs, plus equal number of negative samples. Binary Classification. Given a miRNA mature sequence and a target amino acid sequence, predict their likelihood of interaction. The miRNA is hsa-miR-10b-5p with sequence UACCCUGUAGAACCGAAUUUGUG. The protein sequence of the target gene is MTSYMAIDGSALVPLRQKPRRKTQGFLTMSRRRISCKDLGHADCQGWLYKKKEKGSFLSNKWKKFWVILKGSSLYWYSNQMAEKADGFVNLPDFTVERASECKKKHAFKISHPQIKTFYFAAENVQEMNVWLNKLGSAVIHQESTTKDEECYSESEQEDPEIAAETPPPPHASQTQSLTAQQASSSSPSLSGTSYSFSSLENTVKTPSSFPSSLSKERQSLPDTVNSLSAAEDEGQPITFAVQVHSPVPSEAGIHKALENSFVTSESGFLNSLSSDDTSSLSSNHDHLTVPDKPAGSKIM.... Result: 1 (interaction).